This data is from Reaction yield outcomes from USPTO patents with 853,638 reactions. The task is: Predict the reaction yield, written as a fraction of the theoretical maximum amount of product (1.0 means a 100% yield; for example, 0.34 means a 34% yield). (1) The reactants are F[C:2]1[CH:7]=[C:6]([N+:8]([O-:10])=[O:9])[CH:5]=[CH:4][C:3]=1[N:11]1[CH2:16][C@@H:15]([CH3:17])[N:14]([CH3:18])[CH2:13][C@@H:12]1C.[CH3:20][C@H]1N[C@@H](C)CN(C2C=CC([N+]([O-])=O)=CC=2)C1. No catalyst specified. The product is [CH3:18][N:14]1[C@H:13]([CH3:20])[CH2:12][N:11]([C:3]2[CH:2]=[CH:7][C:6]([N+:8]([O-:10])=[O:9])=[CH:5][CH:4]=2)[CH2:16][C@@H:15]1[CH3:17]. The yield is 1.06. (2) The reactants are [C:1]([NH:8][C@@H:9]([C:11](O)=O)[CH3:10])([O:3][C:4]([CH3:7])([CH3:6])[CH3:5])=[O:2].CN1CCOCC1.C(OC(Cl)=O)C(C)C.[NH2:29][C:30]1[N:38]=[CH:37][CH:36]=[CH:35][C:31]=1[C:32]([OH:34])=O.[I:39][C:40]1[CH:46]=[CH:45][C:43]([NH2:44])=[CH:42][CH:41]=1. The catalyst is C(Cl)Cl. The product is [I:39][C:40]1[CH:46]=[CH:45][C:43]([N:44]2[C:32](=[O:34])[C:31]3[CH:35]=[CH:36][CH:37]=[N:38][C:30]=3[N:29]=[C:11]2[C@H:9]([NH:8][C:1](=[O:2])[O:3][C:4]([CH3:5])([CH3:6])[CH3:7])[CH3:10])=[CH:42][CH:41]=1. The yield is 0.130. (3) The reactants are [C:1]([O:5][C:6]([NH:8][C@@H:9]([CH2:14][CH2:15][CH:16]=[CH2:17])[C:10]([O:12]C)=[O:11])=[O:7])([CH3:4])([CH3:3])[CH3:2].O[Li].O. The catalyst is C1COCC1.O. The product is [C:1]([O:5][C:6]([NH:8][C@@H:9]([CH2:14][CH2:15][CH:16]=[CH2:17])[C:10]([OH:12])=[O:11])=[O:7])([CH3:4])([CH3:3])[CH3:2]. The yield is 0.890. (4) The reactants are C(OC(=O)[NH:10][CH2:11][CH2:12][CH2:13][CH2:14][C:15]1[CH:20]=[CH:19][C:18]([O:21][CH2:22][C:23](=[O:29])[NH:24][CH2:25][C:26](=[O:28])[NH2:27])=[CH:17][CH:16]=1)C1C=CC=CC=1. The catalyst is CCO.C1COCC1. The product is [NH2:10][CH2:11][CH2:12][CH2:13][CH2:14][C:15]1[CH:20]=[CH:19][C:18]([O:21][CH2:22][C:23]([NH:24][CH2:25][C:26](=[O:28])[NH2:27])=[O:29])=[CH:17][CH:16]=1. The yield is 0.910. (5) The reactants are [O:1]=[C:2]1[C:10]2[C:5](=[CH:6][CH:7]=[CH:8][CH:9]=2)[C:4](=[O:11])[N:3]1[CH2:12][C:13]1[N:14]=[C:15]2[CH:20]=[CH:19][CH:18]=[CH:17][N:16]2[C:21]=1[CH:22]=O.C(O)(=O)C.[CH3:28][N:29]1[CH2:34][CH2:33][NH:32][CH2:31][CH2:30]1.C(O[BH-](OC(=O)C)OC(=O)C)(=O)C.[Na+].C(=O)([O-])[O-].[Na+].[Na+]. The catalyst is ClCCCl.ClCCl. The product is [CH3:28][N:29]1[CH2:34][CH2:33][N:32]([CH2:22][C:21]2[N:16]3[CH:17]=[CH:18][CH:19]=[CH:20][C:15]3=[N:14][C:13]=2[CH2:12][N:3]2[C:4](=[O:11])[C:5]3[C:10](=[CH:9][CH:8]=[CH:7][CH:6]=3)[C:2]2=[O:1])[CH2:31][CH2:30]1. The yield is 0.980. (6) The reactants are C(N(C(C)C)CC)(C)C.C[Si]([N:14]=[C:15]=[O:16])(C)C.[OH:17][CH:18]([CH2:34][N:35]1[C:43]2[CH2:42][CH2:41][NH:40][CH2:39][C:38]=2[C:37]([C:44]2[CH:49]=[CH:48][C:47]([I:50])=[CH:46][CH:45]=2)=[N:36]1)[CH2:19][N:20]1[CH2:25][CH2:24][N:23]([C:26]2[CH:33]=[CH:32][CH:31]=[CH:30][C:27]=2[C:28]#[N:29])[CH2:22][CH2:21]1. The catalyst is CN(C1C=CN=CC=1)C.N1C=CC=CC=1.C(Cl)Cl. The product is [C:28]([C:27]1[CH:30]=[CH:31][CH:32]=[CH:33][C:26]=1[N:23]1[CH2:22][CH2:21][N:20]([CH2:19][CH:18]([OH:17])[CH2:34][N:35]2[C:43]3[CH2:42][CH2:41][N:40]([C:15]([NH2:14])=[O:16])[CH2:39][C:38]=3[C:37]([C:44]3[CH:49]=[CH:48][C:47]([I:50])=[CH:46][CH:45]=3)=[N:36]2)[CH2:25][CH2:24]1)#[N:29]. The yield is 0.780. (7) The reactants are Cl[C:2]1[C:7]([C:8]#[N:9])=[CH:6][N:5]=[C:4]([S:10][CH3:11])[N:3]=1.[NH2:12][C@@H:13]1[CH2:18][CH2:17][C@H:16]([OH:19])[C:15]([CH3:21])([CH3:20])[CH2:14]1.CCN(C(C)C)C(C)C. The catalyst is C(O)(C)C. The product is [OH:19][C@H:16]1[CH2:17][CH2:18][C@@H:13]([NH:12][C:2]2[C:7]([C:8]#[N:9])=[CH:6][N:5]=[C:4]([S:10][CH3:11])[N:3]=2)[CH2:14][C:15]1([CH3:21])[CH3:20]. The yield is 0.720.